Task: Regression. Given a peptide amino acid sequence and an MHC pseudo amino acid sequence, predict their binding affinity value. This is MHC class I binding data.. Dataset: Peptide-MHC class I binding affinity with 185,985 pairs from IEDB/IMGT (1) The peptide sequence is DVEKEKFVAT. The MHC is HLA-A02:06 with pseudo-sequence HLA-A02:06. The binding affinity (normalized) is 0. (2) The peptide sequence is VTTWEDVPYL. The MHC is HLA-A01:01 with pseudo-sequence HLA-A01:01. The binding affinity (normalized) is 0.147. (3) The peptide sequence is SLKLLNTRR. The MHC is H-2-Db with pseudo-sequence H-2-Db. The binding affinity (normalized) is 0. (4) The peptide sequence is GTGILFMEM. The MHC is HLA-A02:01 with pseudo-sequence HLA-A02:01. The binding affinity (normalized) is 0.190. (5) The peptide sequence is VTLDGQQFY. The MHC is HLA-A11:01 with pseudo-sequence HLA-A11:01. The binding affinity (normalized) is 0.214.